This data is from Reaction yield outcomes from USPTO patents with 853,638 reactions. The task is: Predict the reaction yield, written as a fraction of the theoretical maximum amount of product (1.0 means a 100% yield; for example, 0.34 means a 34% yield). (1) The reactants are C(NC(C)C)(C)C.C([Li])CCC.[C:13]([O:17][C:18]([CH:20]1[CH2:22][CH2:21]1)=[O:19])([CH3:16])([CH3:15])[CH3:14].I[CH2:24][C:25]1[CH:26]=[CH:27][C:28]([O:31][CH2:32][CH2:33][C:34]2[N:35]=[C:36]([C:40]3[CH:45]=[CH:44][CH:43]=[CH:42][CH:41]=3)[O:37][C:38]=2[CH3:39])=[N:29][CH:30]=1.[I-]. The catalyst is O1CCCC1. The product is [C:13]([O:17][C:18]([C:20]1([CH2:24][C:25]2[CH:30]=[N:29][C:28]([O:31][CH2:32][CH2:33][C:34]3[N:35]=[C:36]([C:40]4[CH:45]=[CH:44][CH:43]=[CH:42][CH:41]=4)[O:37][C:38]=3[CH3:39])=[CH:27][CH:26]=2)[CH2:22][CH2:21]1)=[O:19])([CH3:16])([CH3:15])[CH3:14]. The yield is 0.320. (2) The reactants are [NH2:1][C@@H:2]([CH2:5][O:6][CH2:7][C:8]1[CH:13]=[CH:12][CH:11]=[CH:10][CH:9]=1)[CH2:3][OH:4].Cl[C:15]([O:17][CH2:18][CH:19]=[CH2:20])=[O:16].C([O-])(O)=O.[Na+]. The catalyst is C(Cl)Cl. The product is [CH2:18]([O:17][C:15]([NH:1][C@@H:2]([CH2:5][O:6][CH2:7][C:8]1[CH:13]=[CH:12][CH:11]=[CH:10][CH:9]=1)[CH2:3][OH:4])=[O:16])[CH:19]=[CH2:20]. The yield is 0.940. (3) The reactants are Br[C:2]1[CH:3]=[C:4]([O:12][CH2:13][O:14][CH3:15])[C:5](=[O:11])[N:6]([CH2:8][O:9][CH3:10])[CH:7]=1.CCN(C(C)C)C(C)C.[SH:25][CH2:26][CH2:27][C:28]([O:30][CH3:31])=[O:29]. The catalyst is O1CCOCC1.C1C=CC(/C=C/C(/C=C/C2C=CC=CC=2)=O)=CC=1.C1C=CC(/C=C/C(/C=C/C2C=CC=CC=2)=O)=CC=1.C1C=CC(/C=C/C(/C=C/C2C=CC=CC=2)=O)=CC=1.[Pd].[Pd].CC1(C)C2C(=C(P(C3C=CC=CC=3)C3C=CC=CC=3)C=CC=2)OC2C(P(C3C=CC=CC=3)C3C=CC=CC=3)=CC=CC1=2. The product is [CH3:15][O:14][CH2:13][O:12][C:4]1[C:5](=[O:11])[N:6]([CH2:8][O:9][CH3:10])[CH:7]=[C:2]([S:25][CH2:26][CH2:27][C:28]([O:30][CH3:31])=[O:29])[CH:3]=1. The yield is 0.850. (4) The reactants are [CH:1]1[CH:2]=[CH:3][C:4]([CH:7]([N:15]2[CH2:20][CH2:19][N:18]([CH2:21][CH2:22][O:23][CH2:24][C:25]([OH:27])=[O:26])[CH2:17][CH2:16]2)[C:8]2[CH:9]=[CH:10][C:11]([Cl:14])=[CH:12][CH:13]=2)=[CH:5][CH:6]=1.C1(C(N2CCN(CCO)CC2)C2C=CC([Cl:41])=CC=2)C=CC=CC=1.[K].CC([O-])(C)C.[K+].[Cl:58]CC([O-])=O.[Na+]. No catalyst specified. The product is [CH:1]1[CH:2]=[CH:3][C:4]([CH:7]([N:15]2[CH2:20][CH2:19][N:18]([CH2:21][CH2:22][O:23][CH2:24][C:25]([OH:27])=[O:26])[CH2:17][CH2:16]2)[C:8]2[CH:9]=[CH:10][C:11]([Cl:14])=[CH:12][CH:13]=2)=[CH:5][CH:6]=1.[ClH:41].[ClH:58]. The yield is 0.488. (5) The reactants are [N:1]([C:4]1[CH:19]=[C:18]([Br:20])[CH:17]=[CH:16][C:5]=1[C:6]([NH:8][C:9]1[CH:14]=[CH:13][C:12]([F:15])=[CH:11][CH:10]=1)=O)=[N+]=[N-].O=P(Cl)(Cl)[Cl:23]. No catalyst specified. The product is [Br:20][C:18]1[CH:17]=[CH:16][C:5]2[C:4]([CH:19]=1)=[N:1][N:8]([C:9]1[CH:14]=[CH:13][C:12]([F:15])=[CH:11][CH:10]=1)[C:6]=2[Cl:23]. The yield is 0.640. (6) The reactants are [C:1](=[O:16])([O:6][CH2:7][CH2:8][CH2:9][CH2:10][O:11][C:12](=[O:15])[CH:13]=[CH2:14])[O:2][CH:3](Cl)[CH3:4].[C:17]([O-:21])(=[O:20])[CH:18]=[CH2:19].[K+]. The catalyst is CN(C)C=O.C1OCCOCCOCCOCCOCCOC1. The product is [C:1](=[O:16])([O:6][CH2:7][CH2:8][CH2:9][CH2:10][O:11][C:12](=[O:15])[CH:13]=[CH2:14])[O:2][CH:3]([O:21][C:17](=[O:20])[CH:18]=[CH2:19])[CH3:4]. The yield is 0.890.